This data is from NCI-60 drug combinations with 297,098 pairs across 59 cell lines. The task is: Regression. Given two drug SMILES strings and cell line genomic features, predict the synergy score measuring deviation from expected non-interaction effect. (1) Drug 1: CC=C1C(=O)NC(C(=O)OC2CC(=O)NC(C(=O)NC(CSSCCC=C2)C(=O)N1)C(C)C)C(C)C. Drug 2: CC1CCC2CC(C(=CC=CC=CC(CC(C(=O)C(C(C(=CC(C(=O)CC(OC(=O)C3CCCCN3C(=O)C(=O)C1(O2)O)C(C)CC4CCC(C(C4)OC)OCCO)C)C)O)OC)C)C)C)OC. Cell line: HS 578T. Synergy scores: CSS=71.3, Synergy_ZIP=-0.533, Synergy_Bliss=1.36, Synergy_Loewe=-28.9, Synergy_HSA=1.74. (2) Drug 1: C1CN1P(=S)(N2CC2)N3CC3. Drug 2: CC(C)CN1C=NC2=C1C3=CC=CC=C3N=C2N. Cell line: NCI/ADR-RES. Synergy scores: CSS=13.8, Synergy_ZIP=-7.28, Synergy_Bliss=-4.22, Synergy_Loewe=-5.31, Synergy_HSA=-6.21.